Predict the reactants needed to synthesize the given product. From a dataset of Full USPTO retrosynthesis dataset with 1.9M reactions from patents (1976-2016). (1) Given the product [Cl:26][C:23]1[CH:24]=[CH:25][C:20]([NH:19][C:18]([C:13]2[CH:14]=[CH:15][CH:16]=[CH:17][C:12]=2[NH:11][C:9]([C:6]2[CH:5]=[CH:4][C:3]([CH2:2][NH:1][C:31]3[NH:35][CH2:34][CH2:33][N:32]=3)=[CH:8][CH:7]=2)=[O:10])=[O:27])=[N:21][CH:22]=1, predict the reactants needed to synthesize it. The reactants are: [NH2:1][CH2:2][C:3]1[CH:8]=[CH:7][C:6]([C:9]([NH:11][C:12]2[CH:17]=[CH:16][CH:15]=[CH:14][C:13]=2[C:18](=[O:27])[NH:19][C:20]2[CH:25]=[CH:24][C:23]([Cl:26])=[CH:22][N:21]=2)=[O:10])=[CH:5][CH:4]=1.I.CS[C:31]1[NH:32][CH2:33][CH2:34][N:35]=1.C(N(CC)CC)C. (2) Given the product [NH2:1][C:2]1[N:6]([C:7]2[CH:8]=[C:9]([CH:16]=[CH:17][C:18]=2[CH3:19])[C:10]([NH:12][CH:13]2[CH2:14][CH2:15]2)=[O:11])[N:5]=[CH:4][C:3]=1[C:20](=[O:28])[C:21]1[CH:26]=[CH:25][CH:24]=[C:23]([O:27][CH2:31][CH2:30][Br:29])[CH:22]=1, predict the reactants needed to synthesize it. The reactants are: [NH2:1][C:2]1[N:6]([C:7]2[CH:8]=[C:9]([CH:16]=[CH:17][C:18]=2[CH3:19])[C:10]([NH:12][CH:13]2[CH2:15][CH2:14]2)=[O:11])[N:5]=[CH:4][C:3]=1[C:20](=[O:28])[C:21]1[CH:26]=[CH:25][CH:24]=[C:23]([OH:27])[CH:22]=1.[Br:29][CH2:30][CH2:31]O.C1C=CC(P(C2C=CC=CC=2)C2C=CC=CC=2)=CC=1.N(C(OCC)=O)=NC(OCC)=O.[NH4+].[Cl-]. (3) Given the product [CH:1]1([CH:7]=[CH:8][C:9]([NH:26][OH:25])=[O:11])[CH2:6][CH2:5][CH2:4][CH2:3][CH2:2]1, predict the reactants needed to synthesize it. The reactants are: [CH:1]1([CH:7]=[CH:8][C:9]([OH:11])=O)[CH2:6][CH2:5][CH2:4][CH2:3][CH2:2]1.Cl.CN(C)CCCN=C=NCC.O.[OH:25][N:26]1C2C=CC=CC=2N=N1.Cl.NO.C(N(CC)CC)C. (4) Given the product [N:17]1([CH:20]([CH3:23])[CH2:21][OH:22])[CH2:18][CH2:19][NH:14][CH2:15][CH2:16]1, predict the reactants needed to synthesize it. The reactants are: C1CCCCC=1.C([N:14]1[CH2:19][CH2:18][N:17]([CH:20]([CH3:23])[CH2:21][OH:22])[CH2:16][CH2:15]1)C1C=CC=CC=1. (5) Given the product [OH:40][CH2:39][C@H:36]([NH:35][C:42]([O:44][CH2:45][C:46]1[CH:47]=[CH:48][CH:49]=[CH:50][CH:51]=1)=[O:43])[C:37]([N:9]1[CH2:8][CH2:7][N:6]([CH2:5][C@@H:4]([NH:12][C:13](=[O:19])[O:14][C:15]([CH3:18])([CH3:17])[CH3:16])[CH2:3][CH:2]([CH3:20])[CH3:1])[CH2:11][CH2:10]1)=[O:38], predict the reactants needed to synthesize it. The reactants are: [CH3:1][CH:2]([CH3:20])[CH2:3][C@H:4]([NH:12][C:13](=[O:19])[O:14][C:15]([CH3:18])([CH3:17])[CH3:16])[CH2:5][N:6]1[CH2:11][CH2:10][NH:9][CH2:8][CH2:7]1.C(Cl)CCl.C1C=CC2N(O)N=NC=2C=1.[NH:35]([C:42]([O:44][CH2:45][C:46]1[CH:51]=[CH:50][CH:49]=[CH:48][CH:47]=1)=[O:43])[C@H:36]([C:39](O)=[O:40])[CH2:37][OH:38].C(N(CC)CC)C.C([O-])(O)=O.[Na+].Cl.